Dataset: Catalyst prediction with 721,799 reactions and 888 catalyst types from USPTO. Task: Predict which catalyst facilitates the given reaction. (1) Product: [F:11][C:5]1[CH:4]=[CH:3][C:2]([C:17]([OH:19])=[O:18])=[C:10]2[C:6]=1[CH:7]=[CH:8][NH:9]2. The catalyst class is: 134. Reactant: Br[C:2]1[CH:3]=[CH:4][C:5]([F:11])=[C:6]2[C:10]=1[NH:9][CH:8]=[CH:7]2.C([Li])CCC.[C:17](=[O:19])=[O:18].O. (2) Reactant: [F:1][C:2]1[CH:7]=[CH:6][C:5]([CH:8]2[C:12]3([CH2:17][CH2:16][CH2:15][N:14]([C:18](=[O:44])[C@H:19]([NH:30][C:31](=[O:43])[C:32]([NH:35]C(=O)OC(C)(C)C)([CH3:34])[CH3:33])[CH2:20][C:21]4[C:29]5[C:24](=[CH:25][CH:26]=[CH:27][CH:28]=5)[NH:23][CH:22]=4)[CH2:13]3)[C:11](=[O:45])[N:10]([CH3:46])[CH2:9]2)=[CH:4][CH:3]=1.C(O)(C(F)(F)F)=O.CO. Product: [NH2:35][C:32]([CH3:34])([CH3:33])[C:31]([NH:30][C@H:19]([CH2:20][C:21]1[C:29]2[C:24](=[CH:25][CH:26]=[CH:27][CH:28]=2)[NH:23][CH:22]=1)[C:18]([N:14]1[CH2:15][CH2:16][CH2:17][C:12]2([C:11](=[O:45])[N:10]([CH3:46])[CH2:9][CH:8]2[C:5]2[CH:4]=[CH:3][C:2]([F:1])=[CH:7][CH:6]=2)[CH2:13]1)=[O:44])=[O:43]. The catalyst class is: 2. (3) Reactant: [CH3:1][C:2]1[CH:22]=[C:21]([N+:23]([O-])=O)[CH:20]=[CH:19][C:3]=1[O:4][C:5]1[CH:10]=[CH:9][N:8]=[C:7]([NH:11][C:12]([N:14]2[CH2:18][CH2:17][CH2:16][CH2:15]2)=[O:13])[CH:6]=1.[Cl-].[NH4+].O.C(OCC)(=O)C. Product: [NH2:23][C:21]1[CH:20]=[CH:19][C:3]([O:4][C:5]2[CH:10]=[CH:9][N:8]=[C:7]([NH:11][C:12]([N:14]3[CH2:18][CH2:17][CH2:16][CH2:15]3)=[O:13])[CH:6]=2)=[C:2]([CH3:1])[CH:22]=1. The catalyst class is: 186. (4) Reactant: [CH:1]([C:4]1[CH:12]=[CH:11][C:7]([C:8]([NH2:10])=[S:9])=[CH:6][CH:5]=1)([CH3:3])[CH3:2].Br[CH2:14][C:15]([C:17]1[CH:18]=[C:19]([CH:25]=[CH:26][CH:27]=1)[C:20]([O:22][CH2:23]C)=[O:21])=O.O. Product: [CH:1]([C:4]1[CH:12]=[CH:11][C:7]([C:8]2[S:9][CH:14]=[C:15]([C:17]3[CH:18]=[C:19]([CH:25]=[CH:26][CH:27]=3)[C:20]([O:22][CH3:23])=[O:21])[N:10]=2)=[CH:6][CH:5]=1)([CH3:3])[CH3:2]. The catalyst class is: 3. (5) Reactant: [CH:1](=[N:3][OH:4])[CH3:2].C(N(CC)CC)C.[C:12]([C:14]1[CH:19]=[C:18]([O:20][C:21]2[CH:26]=[CH:25][C:24]([NH2:27])=[C:23]([F:28])[CH:22]=2)[CH:17]=[CH:16][N:15]=1)#[CH:13].ClN1C(=O)CCC1=O. Product: [F:28][C:23]1[CH:22]=[C:21]([O:20][C:18]2[CH:17]=[CH:16][N:15]=[C:14]([C:12]3[O:4][N:3]=[C:1]([CH3:2])[CH:13]=3)[CH:19]=2)[CH:26]=[CH:25][C:24]=1[NH2:27]. The catalyst class is: 387. (6) The catalyst class is: 5. Reactant: C([N:5]([C:13]1[C:17]([CH2:18][C:19]2[CH:20]=[N:21][CH:22]=[CH:23][CH:24]=2)=[CH:16][NH:15][C:14]=1[C:25]([O:27]C)=O)[C:6]([NH:8]C(OC)=O)=[NH:7])(OC)=O.[OH-].[Na+].C(O)(=O)C. Product: [NH2:7][C:6]1[NH:8][C:25](=[O:27])[C:14]2[NH:15][CH:16]=[C:17]([CH2:18][C:19]3[CH:20]=[N:21][CH:22]=[CH:23][CH:24]=3)[C:13]=2[N:5]=1. (7) Reactant: [F:1][C:2]1[CH:7]=[CH:6][CH:5]=[CH:4][C:3]=1[SH:8].CS(O[CH:14]1[CH2:19][CH2:18][N:17]([C:20]([O:22][C:23]([CH3:26])([CH3:25])[CH3:24])=[O:21])[CH2:16][CH2:15]1)(=O)=O.C([O-])([O-])=O.[K+].[K+].O. Product: [F:1][C:2]1[CH:7]=[CH:6][CH:5]=[CH:4][C:3]=1[S:8][CH:14]1[CH2:19][CH2:18][N:17]([C:20]([O:22][C:23]([CH3:26])([CH3:25])[CH3:24])=[O:21])[CH2:16][CH2:15]1. The catalyst class is: 10. (8) Reactant: [CH2:1]([O:8][C:9]1[CH:10]=[C:11]([CH:14]=[CH:15][C:16]=1[O:17][CH2:18][CH3:19])[CH2:12]O)[C:2]1[CH:7]=[CH:6][CH:5]=[CH:4][CH:3]=1.CC(C)(O)[C:22]#[N:23].C1(P(C2C=CC=CC=2)C2C=CC=CC=2)C=CC=CC=1.N(C(OCC)=O)=NC(OCC)=O. Product: [CH2:1]([O:8][C:9]1[CH:10]=[C:11]([CH2:12][C:22]#[N:23])[CH:14]=[CH:15][C:16]=1[O:17][CH2:18][CH3:19])[C:2]1[CH:7]=[CH:6][CH:5]=[CH:4][CH:3]=1. The catalyst class is: 359.